Dataset: Full USPTO retrosynthesis dataset with 1.9M reactions from patents (1976-2016). Task: Predict the reactants needed to synthesize the given product. (1) Given the product [F:1][C:2]([F:9])([F:8])[S:3]([O-:6])(=[O:5])=[O:4].[CH3:2][N+:12]1[CH:13]=[CH:14][N:10]([S:15]([N:18]2[CH2:19][CH2:20][O:21][CH2:22][CH2:23]2)(=[O:16])=[O:17])[CH:11]=1, predict the reactants needed to synthesize it. The reactants are: [F:1][C:2]([F:9])([F:8])[S:3]([O:6]C)(=[O:5])=[O:4].[N:10]1([S:15]([N:18]2[CH2:23][CH2:22][O:21][CH2:20][CH2:19]2)(=[O:17])=[O:16])[CH:14]=[CH:13][N:12]=[CH:11]1. (2) Given the product [Cl:12][C:4]1[C:5]([O:10][CH3:11])=[CH:6][C:7]([O:8][CH3:9])=[C:2]([Cl:1])[C:3]=1[C:13]1[CH:14]=[C:15]2[C:20](=[CH:21][CH:22]=1)[N:19]=[C:18]([NH:23][C@H:24]1[C@@H:29]([NH:30][C:40](=[O:43])[CH:41]=[CH2:42])[CH2:28][C@H:27]3[C@@H:25]1[CH2:26]3)[N:17]=[CH:16]2, predict the reactants needed to synthesize it. The reactants are: [Cl:1][C:2]1[C:7]([O:8][CH3:9])=[CH:6][C:5]([O:10][CH3:11])=[C:4]([Cl:12])[C:3]=1[C:13]1[CH:14]=[C:15]2[C:20](=[CH:21][CH:22]=1)[N:19]=[C:18]([NH:23][C@H:24]1[C@@H:29]([NH2:30])[CH2:28][C@H:27]3[C@@H:25]1[CH2:26]3)[N:17]=[CH:16]2.CCN(C(C)C)C(C)C.[C:40](Cl)(=[O:43])[CH:41]=[CH2:42]. (3) Given the product [Br:13][C:8]1[CH:7]=[CH:6][C:5]([O:11][CH3:12])=[C:4]([CH:1]([CH3:3])[CH3:2])[C:9]=1[CH3:10], predict the reactants needed to synthesize it. The reactants are: [CH:1]([C:4]1[C:9]([CH3:10])=[CH:8][CH:7]=[CH:6][C:5]=1[O:11][CH3:12])([CH3:3])[CH3:2].[Br-:13].[Br-].[Br-].C([N+](CCCC)(CCCC)CCCC)CCC.C([N+](CCCC)(CCCC)CCCC)CCC.C([N+](CCCC)(CCCC)CCCC)CCC. (4) Given the product [Cl-:8].[CH3:11][O:12][CH2:13][CH2:14][O:15][CH2:16][CH2:17][N+:18]([CH2:26][CH2:27][O:28][CH2:29][CH2:30][O:31][CH3:32])([CH2:19][CH2:20][O:21][CH2:22][CH2:23][O:24][CH3:25])[CH2:7][C:6]1[CH:9]=[CH:10][C:3]([CH:1]=[CH2:2])=[CH:4][CH:5]=1, predict the reactants needed to synthesize it. The reactants are: [CH:1]([C:3]1[CH:10]=[CH:9][C:6]([CH2:7][Cl:8])=[CH:5][CH:4]=1)=[CH2:2].[CH3:11][O:12][CH2:13][CH2:14][O:15][CH2:16][CH2:17][N:18]([CH2:26][CH2:27][O:28][CH2:29][CH2:30][O:31][CH3:32])[CH2:19][CH2:20][O:21][CH2:22][CH2:23][O:24][CH3:25]. (5) The reactants are: Cl[CH2:2][C:3]([O:5][C:6]([CH3:9])([CH3:8])[CH3:7])=[O:4].[Cl:10][C:11]1[C:12]([F:37])=[C:13]([CH:34]=[CH:35][CH:36]=1)[NH:14][C:15]1[C:24]2[C:19](=[CH:20][C:21]([O:32][CH3:33])=[C:22]([O:25][CH:26]3[CH2:31][CH2:30][NH:29][CH2:28][CH2:27]3)[CH:23]=2)[N:18]=[CH:17][N:16]=1.[I-].[K+].C(=O)([O-])[O-].[K+].[K+]. Given the product [Cl:10][C:11]1[C:12]([F:37])=[C:13]([CH:34]=[CH:35][CH:36]=1)[NH:14][C:15]1[C:24]2[C:19](=[CH:20][C:21]([O:32][CH3:33])=[C:22]([O:25][CH:26]3[CH2:31][CH2:30][N:29]([CH2:2][C:3]([O:5][C:6]([CH3:9])([CH3:8])[CH3:7])=[O:4])[CH2:28][CH2:27]3)[CH:23]=2)[N:18]=[CH:17][N:16]=1, predict the reactants needed to synthesize it. (6) Given the product [CH2:17]([CH:24]1[CH2:25][CH2:26][N:27]([C:30]([C:32]2[NH:33][C:34]3[C:39]([C:40]=2[S:16][CH2:9][C:10]2[CH:15]=[CH:14][CH:13]=[CH:12][CH:11]=2)=[CH:38][CH:37]=[CH:36][CH:35]=3)=[O:31])[CH2:28][CH2:29]1)[C:18]1[CH:19]=[CH:20][CH:21]=[CH:22][CH:23]=1, predict the reactants needed to synthesize it. The reactants are: C1C(=O)N(Cl)C(=O)C1.[CH2:9]([SH:16])[C:10]1[CH:15]=[CH:14][CH:13]=[CH:12][CH:11]=1.[CH2:17]([CH:24]1[CH2:29][CH2:28][N:27]([C:30]([C:32]2[NH:33][C:34]3[C:39]([CH:40]=2)=[CH:38][CH:37]=[CH:36][CH:35]=3)=[O:31])[CH2:26][CH2:25]1)[C:18]1[CH:23]=[CH:22][CH:21]=[CH:20][CH:19]=1.O. (7) Given the product [NH2:37][C@@H:13]([CH2:12][C:9]1[CH:10]=[CH:11][C:6]([O:5][C:1]([CH3:4])([CH3:3])[CH3:2])=[CH:7][CH:8]=1)[C:14]([N:16]([CH2:26][C:27]1[C:31]2=[N:32][C:33]([Cl:36])=[CH:34][CH:35]=[C:30]2[S:29][CH:28]=1)[C@@H:17]([CH3:25])[CH:18]([O:22][CH2:23][CH3:24])[O:19][CH2:20][CH3:21])=[O:15], predict the reactants needed to synthesize it. The reactants are: [C:1]([O:5][C:6]1[CH:11]=[CH:10][C:9]([CH2:12][C@H:13]([NH:37]C(=O)OCC2C3C=CC=CC=3C3C2=CC=CC=3)[C:14]([N:16]([CH2:26][C:27]2[C:31]3=[N:32][C:33]([Cl:36])=[CH:34][CH:35]=[C:30]3[S:29][CH:28]=2)[C@@H:17]([CH3:25])[CH:18]([O:22][CH2:23][CH3:24])[O:19][CH2:20][CH3:21])=[O:15])=[CH:8][CH:7]=1)([CH3:4])([CH3:3])[CH3:2].N1CCCCC1. (8) Given the product [F:21][C:18]1[CH:19]=[CH:20][C:15]([C:14]2[CH:13]=[CH:12][N:11]=[CH:10][C:9]=2[N:7]([CH3:8])[C:5](=[O:6])[C:4]2[CH:24]=[C:25]([C:27]([F:28])([F:30])[F:29])[CH:26]=[C:2]([S:37]([N:31]3[CH2:36][CH2:35][O:34][CH2:33][CH2:32]3)(=[O:39])=[O:38])[CH:3]=2)=[C:16]([O:22][CH3:23])[CH:17]=1, predict the reactants needed to synthesize it. The reactants are: F[C:2]1[CH:3]=[C:4]([CH:24]=[C:25]([C:27]([F:30])([F:29])[F:28])[CH:26]=1)[C:5]([N:7]([C:9]1[CH:10]=[N:11][CH:12]=[CH:13][C:14]=1[C:15]1[CH:20]=[CH:19][C:18]([F:21])=[CH:17][C:16]=1[O:22][CH3:23])[CH3:8])=[O:6].[N:31]1([S:37](C2C=C(C=C(C(F)(F)F)C=2)C(O)=O)(=[O:39])=[O:38])[CH2:36][CH2:35][O:34][CH2:33][CH2:32]1. (9) The reactants are: [CH:1]1([N:4]2[C:8]([C:9]3[CH:14]=[CH:13][N:12]=[CH:11][CH:10]=3)=[N:7][NH:6][C:5]2=S)[CH2:3][CH2:2]1. Given the product [CH:1]1([N:4]2[CH:5]=[N:6][N:7]=[C:8]2[C:9]2[CH:10]=[CH:11][N:12]=[CH:13][CH:14]=2)[CH2:3][CH2:2]1, predict the reactants needed to synthesize it. (10) Given the product [CH3:30][O:24][C:23]([C:19]1[CH:20]=[C:21]([CH3:22])[C:12]2[O:11][C:10]3[C:26]([Cl:28])=[CH:27][C:7]([NH:6][C:3](=[O:4])[CH2:2][Cl:1])=[CH:8][C:9]=3[CH2:15][S:14](=[O:16])(=[O:17])[C:13]=2[CH:18]=1)=[O:25], predict the reactants needed to synthesize it. The reactants are: [Cl:1][CH2:2][C:3](Cl)=[O:4].[NH2:6][C:7]1[CH:27]=[C:26]([Cl:28])[C:10]2[O:11][C:12]3[C:21]([CH3:22])=[CH:20][C:19]([C:23]([OH:25])=[O:24])=[CH:18][C:13]=3[S:14](=[O:17])(=[O:16])[CH2:15][C:9]=2[CH:8]=1.N1C=CC=C[CH:30]=1.